This data is from Reaction yield outcomes from USPTO patents with 853,638 reactions. The task is: Predict the reaction yield, written as a fraction of the theoretical maximum amount of product (1.0 means a 100% yield; for example, 0.34 means a 34% yield). (1) The reactants are Cl.[F:2][C:3]1[C:8]([NH:9][C:10]2[C:15]([C:16]3[N:24]=[CH:23][N:22]=[C:21]4[C:17]=3[N:18]=[CH:19][N:20]4C3CCCCO3)=[CH:14][CH:13]=[CH:12][N:11]=2)=[C:7]([F:31])[CH:6]=[CH:5][C:4]=1[NH:32][S:33]([C:36]1[CH:40]=[CH:39][S:38][CH:37]=1)(=[O:35])=[O:34]. No catalyst specified. The product is [N:24]1[C:16]([C:15]2[C:10]([NH:9][C:8]3[C:3]([F:2])=[C:4]([NH:32][S:33]([C:36]4[CH:40]=[CH:39][S:38][CH:37]=4)(=[O:34])=[O:35])[CH:5]=[CH:6][C:7]=3[F:31])=[N:11][CH:12]=[CH:13][CH:14]=2)=[C:17]2[C:21]([NH:20][CH:19]=[N:18]2)=[N:22][CH:23]=1. The yield is 0.850. (2) The reactants are [NH2:1][C:2]1[CH:7]=[CH:6][C:5](Br)=[CH:4][C:3]=1/[C:9](/[CH3:16])=[CH:10]\[C:11]([O:13][CH2:14][CH3:15])=[O:12].CC1(C)C2C(=C(P(C3C=CC=CC=3)C3C=CC=CC=3)C=CC=2)OC2C(P(C3C=CC=CC=3)C3C=CC=CC=3)=CC=CC1=2.CCN(C(C)C)C(C)C.[CH2:68]([SH:75])[C:69]1[CH:74]=[CH:73][CH:72]=[CH:71][CH:70]=1. The catalyst is O1CCOCC1.C1C=CC(/C=C/C(/C=C/C2C=CC=CC=2)=O)=CC=1.C1C=CC(/C=C/C(/C=C/C2C=CC=CC=2)=O)=CC=1.C1C=CC(/C=C/C(/C=C/C2C=CC=CC=2)=O)=CC=1.[Pd].[Pd].O. The product is [NH2:1][C:2]1[CH:7]=[CH:6][C:5]([S:75][CH2:68][C:69]2[CH:74]=[CH:73][CH:72]=[CH:71][CH:70]=2)=[CH:4][C:3]=1/[C:9](/[CH3:16])=[CH:10]\[C:11]([O:13][CH2:14][CH3:15])=[O:12]. The yield is 0.580. (3) The reactants are CO[C:3]1[CH:4]=[C:5]2[C:10](=[CH:11][CH:12]=1)[CH:9]=[N:8][C:7]([C:13]([OH:15])=[O:14])=[CH:6]2.[C:16](C1(C(O)=O)C2C(=CC=C(O)C=2)CCN1)(OC(C)(C)C)=[O:17]. No catalyst specified. The product is [CH3:16][O:17][C:12]1[CH:11]=[C:10]2[C:5]([CH:6]=[C:7]([C:13]([OH:15])=[O:14])[N:8]=[CH:9]2)=[CH:4][CH:3]=1. The yield is 0.170. (4) The reactants are [CH3:1][C@H:2]1[O:7][C@@H:6]([CH3:8])[CH2:5][NH:4][CH2:3]1.Cl[CH2:10][C:11]1[CH:36]=[CH:35][C:14]([C:15]([NH:17][C:18]2[CH:19]=[CH:20][C:21]([O:24][C:25](=[O:34])[N:26]([CH3:33])[C:27]3[CH:32]=[CH:31][CH:30]=[CH:29][CH:28]=3)=[N:22][CH:23]=2)=[O:16])=[CH:13][CH:12]=1. No catalyst specified. The product is [CH3:8][C@H:6]1[O:7][C@@H:2]([CH3:1])[CH2:3][N:4]([CH2:10][C:11]2[CH:12]=[CH:13][C:14]([C:15]([NH:17][C:18]3[CH:19]=[CH:20][C:21]([O:24][C:25](=[O:34])[N:26]([CH3:33])[C:27]4[CH:32]=[CH:31][CH:30]=[CH:29][CH:28]=4)=[N:22][CH:23]=3)=[O:16])=[CH:35][CH:36]=2)[CH2:5]1. The yield is 0.630.